This data is from Full USPTO retrosynthesis dataset with 1.9M reactions from patents (1976-2016). The task is: Predict the reactants needed to synthesize the given product. Given the product [NH2:1][C:2]1[N:7]=[C:6]([N:8]2[CH2:13][CH2:12][CH2:11][C@H:10]([C:14]([NH:47][CH2:46][C:40]3[CH:45]=[CH:44][CH:43]=[CH:42][CH:41]=3)=[O:16])[CH2:9]2)[CH:5]=[C:4]([C:17]2[CH:22]=[CH:21][C:20]([C:23]#[N:24])=[C:19]([F:25])[CH:18]=2)[N:3]=1, predict the reactants needed to synthesize it. The reactants are: [NH2:1][C:2]1[N:7]=[C:6]([N:8]2[CH2:13][CH2:12][CH2:11][C@H:10]([C:14]([OH:16])=O)[CH2:9]2)[CH:5]=[C:4]([C:17]2[CH:22]=[CH:21][C:20]([C:23]#[N:24])=[C:19]([F:25])[CH:18]=2)[N:3]=1.C(Cl)CCl.C1C=CC2N(O)N=NC=2C=1.[C:40]1([CH2:46][NH2:47])[CH:45]=[CH:44][CH:43]=[CH:42][CH:41]=1.